From a dataset of Reaction yield outcomes from USPTO patents with 853,638 reactions. Predict the reaction yield, written as a fraction of the theoretical maximum amount of product (1.0 means a 100% yield; for example, 0.34 means a 34% yield). (1) The reactants are [CH2:1]([O:8][C:9]1[CH:14]=[CH:13][C:12]([CH2:15][C@H:16]([NH:20][C:21]([O:23][C:24]([CH3:27])([CH3:26])[CH3:25])=[O:22])[C:17]([OH:19])=O)=[CH:11][CH:10]=1)C1C=CC=CC=1.[CH2:28](Cl)[CH2:29]Cl.[CH:32]1[CH:37]=NC2N(O)N=N[C:34]=2[CH:33]=1.[C@H:42]1([NH:52][C:53]([C@@H:55]2[CH2:64][C:63]3[C:58](=[CH:59][CH:60]=[CH:61][CH:62]=3)[CH2:57][NH:56]2)=[O:54])[C:51]2[C:46](=[CH:47][CH:48]=[CH:49][CH:50]=2)[CH2:45][CH2:44][CH2:43]1.CN1CCOCC1.C([O-])(O)=O.[Na+]. The catalyst is CN(C=O)C.CCOC(C)=O. The product is [CH2:1]([O:8][C:9]1[CH:14]=[CH:13][C:12]([CH2:15][C@H:16]([NH:20][C:21](=[O:22])[O:23][C:24]([CH3:25])([CH3:27])[CH3:26])[C:17](=[O:19])[N:56]2[C@H:55]([C:53](=[O:54])[NH:52][C@H:42]3[C:51]4[C:46](=[CH:47][CH:48]=[CH:49][CH:50]=4)[CH2:45][CH2:44][CH2:43]3)[CH2:64][C:63]3[C:58](=[CH:59][CH:60]=[CH:61][CH:62]=3)[CH2:57]2)=[CH:11][CH:10]=1)[C:29]1[CH:28]=[CH:34][CH:33]=[CH:32][CH:37]=1. The yield is 1.00. (2) The reactants are [CH:1]([C:4]1[C:5]([O:17][CH2:18][CH2:19][CH3:20])=[C:6]([CH:14]=[CH:15][CH:16]=1)[CH2:7][N:8]([CH3:13])[C:9](=[O:12])[CH:10]=[CH2:11])([CH3:3])[CH3:2].C(N(C(C)C)CC)(C)C.Br[C:31]1[CH:44]=[N:43][C:34]2[NH:35][C:36](=[O:42])[C:37]([CH3:41])([CH3:40])[NH:38][CH2:39][C:33]=2[CH:32]=1.CC1C=CC=CC=1P(C1C=CC=CC=1C)C1C=CC=CC=1C. The catalyst is C(#N)CC.CN(C=O)C.CC([O-])=O.CC([O-])=O.[Pd+2]. The product is [CH3:40][C:37]1([CH3:41])[C:36](=[O:42])[NH:35][C:34]2[N:43]=[CH:44][C:31](/[CH:11]=[CH:10]/[C:9]([N:8]([CH2:7][C:6]3[CH:14]=[CH:15][CH:16]=[C:4]([CH:1]([CH3:3])[CH3:2])[C:5]=3[O:17][CH2:18][CH2:19][CH3:20])[CH3:13])=[O:12])=[CH:32][C:33]=2[CH2:39][NH:38]1. The yield is 0.310. (3) The reactants are [Br:1][C:2]1[CH:7]=[C:6]([F:8])[CH:5]=[C:4]([OH:9])[C:3]=1[OH:10].C(=O)([O-])[O-].[K+].[K+].Br[C:18](Br)([C:24]([O:26][CH2:27][CH3:28])=[O:25])[C:19]([O:21][CH2:22][CH3:23])=[O:20]. The catalyst is CC(C)=O. The product is [CH2:27]([O:26][C:24]([C:18]1([C:19]([O:21][CH2:22][CH3:23])=[O:20])[O:9][C:4]2[CH:5]=[C:6]([F:8])[CH:7]=[C:2]([Br:1])[C:3]=2[O:10]1)=[O:25])[CH3:28]. The yield is 0.590. (4) The reactants are Cl.[NH:2]1[CH2:5][CH:4]([O:6][C:7]2[CH:12]=[CH:11][C:10]([Br:13])=[CH:9][N:8]=2)[CH2:3]1.Cl[C:15]([O:17][C:18]1[CH:23]=[CH:22][C:21]([N+:24]([O-:26])=[O:25])=[CH:20][CH:19]=1)=[O:16]. No catalyst specified. The product is [N+:24]([C:21]1[CH:20]=[CH:19][C:18]([O:17][C:15]([N:2]2[CH2:3][CH:4]([O:6][C:7]3[CH:12]=[CH:11][C:10]([Br:13])=[CH:9][N:8]=3)[CH2:5]2)=[O:16])=[CH:23][CH:22]=1)([O-:26])=[O:25]. The yield is 0.370.